Dataset: Forward reaction prediction with 1.9M reactions from USPTO patents (1976-2016). Task: Predict the product of the given reaction. (1) Given the reactants [F:1][C:2]([F:53])([F:52])[C:3]1[CH:4]=[C:5]([CH:45]=[C:46]([C:48]([F:51])([F:50])[F:49])[CH:47]=1)[CH2:6][N:7]([CH2:20][C:21]1[CH:26]=[C:25]([C:27]([F:30])([F:29])[F:28])[CH:24]=[CH:23][C:22]=1[N:31]([CH2:43][CH3:44])[CH2:32][CH2:33][CH2:34][CH2:35][CH2:36][CH2:37][C:38]([O:40]CC)=[O:39])[C:8]1[N:13]=[CH:12][C:11]([N:14]2[CH2:19][CH2:18][O:17][CH2:16][CH2:15]2)=[CH:10][N:9]=1.[OH-].[Na+].Cl.C(OCC)(=O)C, predict the reaction product. The product is: [F:53][C:2]([F:1])([F:52])[C:3]1[CH:4]=[C:5]([CH:45]=[C:46]([C:48]([F:49])([F:51])[F:50])[CH:47]=1)[CH2:6][N:7]([CH2:20][C:21]1[CH:26]=[C:25]([C:27]([F:28])([F:29])[F:30])[CH:24]=[CH:23][C:22]=1[N:31]([CH2:43][CH3:44])[CH2:32][CH2:33][CH2:34][CH2:35][CH2:36][CH2:37][C:38]([OH:40])=[O:39])[C:8]1[N:13]=[CH:12][C:11]([N:14]2[CH2:15][CH2:16][O:17][CH2:18][CH2:19]2)=[CH:10][N:9]=1. (2) Given the reactants [Si]([O:8][CH2:9][C@@H:10]1[NH:14][C:13](=[O:15])[CH2:12][CH2:11]1)(C(C)(C)C)(C)C.[C:16]1(C)C=CC(S(O)(=O)=O)=CC=1.C=O.[SH:29][CH2:30][CH2:31][CH2:32][CH2:33][C:34]([O:36][CH2:37][CH3:38])=[O:35], predict the reaction product. The product is: [OH:8][CH2:9][C@H:10]1[CH2:11][CH2:12][C:13](=[O:15])[N:14]1[CH2:16][S:29][CH2:30][CH2:31][CH2:32][CH2:33][C:34]([O:36][CH2:37][CH3:38])=[O:35]. (3) Given the reactants [F:1][C:2]1[CH:7]=[CH:6][C:5]([OH:8])=[CH:4][CH:3]=1.F[C:10]1[CH:17]=[CH:16][C:13]([CH:14]=[O:15])=[CH:12][CH:11]=1.C([O-])([O-])=O.[K+].[K+], predict the reaction product. The product is: [F:1][C:2]1[CH:7]=[CH:6][C:5]([O:8][CH:14]([OH:15])[C:13]2[CH:16]=[CH:17][CH:10]=[CH:11][CH:12]=2)=[CH:4][CH:3]=1. (4) Given the reactants [H-].[Na+].[CH3:3][N:4]([CH3:8])[C:5](Cl)=[O:6].[NH2:9][C:10]1[N:15]=[CH:14][C:13]([CH:16]=[O:17])=[CH:12][N:11]=1.C(=O)([O-])O.[Na+], predict the reaction product. The product is: [CH:16]([C:13]1[CH:12]=[N:11][C:10]([NH:9][C:5](=[O:6])[N:4]([CH3:8])[CH3:3])=[N:15][CH:14]=1)=[O:17]. (5) Given the reactants [C:1]([C:3]1[CH:4]=[C:5]([O:9][CH:10]([CH2:15][CH3:16])[C:11]([O:13]C)=[O:12])[CH:6]=[N:7][CH:8]=1)#[N:2].[OH-].[Na+].O, predict the reaction product. The product is: [C:1]([C:3]1[CH:4]=[C:5]([O:9][CH:10]([CH2:15][CH3:16])[C:11]([OH:13])=[O:12])[CH:6]=[N:7][CH:8]=1)#[N:2]. (6) Given the reactants Cl[C:2]1[N:3]=[C:4]([N:24]2[CH2:29][CH2:28][O:27][CH2:26][CH2:25]2)[C:5]2[S:10][C:9]([C:11]3[CH:12]=[C:13]([NH:17][C:18](=[O:22])[C@@H:19]([OH:21])[CH3:20])[CH:14]=[CH:15][CH:16]=3)=[C:8]([CH3:23])[C:6]=2[N:7]=1.[NH2:30][C:31]1[N:36]=[CH:35][C:34](B2OC(C)(C)C(C)(C)O2)=[CH:33][N:32]=1, predict the reaction product. The product is: [NH2:30][C:31]1[N:36]=[CH:35][C:34]([C:2]2[N:3]=[C:4]([N:24]3[CH2:29][CH2:28][O:27][CH2:26][CH2:25]3)[C:5]3[S:10][C:9]([C:11]4[CH:12]=[C:13]([NH:17][C:18](=[O:22])[C@@H:19]([OH:21])[CH3:20])[CH:14]=[CH:15][CH:16]=4)=[C:8]([CH3:23])[C:6]=3[N:7]=2)=[CH:33][N:32]=1. (7) Given the reactants [Cl:1][C:2]1[CH:3]=[C:4]([CH:8]([NH:11][C:12]2[O:13][C:14]3[C:20]([O:21][CH3:22])=[CH:19][C:18]([C:23]([OH:25])=O)=[CH:17][C:15]=3[N:16]=2)[CH2:9][F:10])[CH:5]=[CH:6][CH:7]=1.[CH3:26][C:27]1([CH2:34][CH2:35][OH:36])[O:32][CH2:31][C@@H:30]([CH3:33])[NH:29][CH2:28]1.C(N(CC)C(C)C)(C)C.CN(C(ON1N=NC2C=CC=NC1=2)=[N+](C)C)C.F[P-](F)(F)(F)(F)F, predict the reaction product. The product is: [Cl:1][C:2]1[CH:3]=[C:4]([CH:8]([NH:11][C:12]2[O:13][C:14]3[C:20]([O:21][CH3:22])=[CH:19][C:18]([C:23]([N:29]4[C@H:30]([CH3:33])[CH2:31][O:32][C:27]([CH2:34][CH2:35][OH:36])([CH3:26])[CH2:28]4)=[O:25])=[CH:17][C:15]=3[N:16]=2)[CH2:9][F:10])[CH:5]=[CH:6][CH:7]=1. (8) Given the reactants [N+:1]([C:4]1[CH:5]=[C:6]([N:10]2[CH:14]=[CH:13][N:12]=[N:11]2)[CH:7]=[CH:8][CH:9]=1)([O-])=O.[H][H], predict the reaction product. The product is: [N:10]1([C:6]2[CH:5]=[C:4]([NH2:1])[CH:9]=[CH:8][CH:7]=2)[CH:14]=[CH:13][N:12]=[N:11]1. (9) Given the reactants O[CH2:2]N1[C@H](C)CCC1.[C:22]1(P([C:22]2[CH:27]=[CH:26][CH:25]=[CH:24][CH:23]=2)[C:22]2[CH:27]=[CH:26][CH:25]=[CH:24][CH:23]=2)[CH:27]=[CH:26][CH:25]=[CH:24][CH:23]=1.[OH:28][C:29]1[CH:38]=[CH:37][C:32]([C:33]([O:35][CH3:36])=[O:34])=[CH:31][CH:30]=1.[N:39]([C:47]([O:49][CH:50]([CH3:52])[CH3:51])=[O:48])=[N:39][C:47]([O:49][CH:50]([CH3:52])[CH3:51])=[O:48], predict the reaction product. The product is: [C:47]([N:39]1[C@H:27]([CH3:22])[CH2:26][CH2:25][C@H:24]1[CH2:23][O:28][C:29]1[CH:30]=[CH:31][C:32]([C:33]([O:35][CH3:36])=[O:34])=[CH:37][CH:38]=1)([O:49][C:50]([CH3:52])([CH3:2])[CH3:51])=[O:48].